This data is from Full USPTO retrosynthesis dataset with 1.9M reactions from patents (1976-2016). The task is: Predict the reactants needed to synthesize the given product. (1) Given the product [F:1][C:2]1[C:9]([CH2:10][OH:11])=[CH:8][CH:7]=[C:6]([I:12])[C:3]=1[C:4]#[N:5], predict the reactants needed to synthesize it. The reactants are: [F:1][C:2]1[C:9]([CH:10]=[O:11])=[CH:8][CH:7]=[C:6]([I:12])[C:3]=1[C:4]#[N:5].[BH4-].[Na+].CC(C)=O. (2) Given the product [F:19][C:20]1[CH:21]=[C:22]([C:27]2([OH:30])[CH2:28][CH2:29]2)[CH:23]=[C:24]([F:26])[C:25]=1[B:5]1[O:6][C:7]([CH3:12])([CH3:13])[C:8]([CH3:10])([CH3:11])[O:9]1, predict the reactants needed to synthesize it. The reactants are: C(O[B:5]1[O:9][C:8]([CH3:11])([CH3:10])[C:7]([CH3:13])([CH3:12])[O:6]1)(C)C.C([Li])CCC.[F:19][C:20]1[CH:21]=[C:22]([C:27]2([O:30][Si](C)(C)C)[CH2:29][CH2:28]2)[CH:23]=[C:24]([F:26])[CH:25]=1.